Predict the product of the given reaction. From a dataset of Forward reaction prediction with 1.9M reactions from USPTO patents (1976-2016). (1) Given the reactants [NH2:1][C:2]1[N:7]=[C:6]([CH2:8][OH:9])[CH:5]=[CH:4][N:3]=1.[Si:10](Cl)([C:13]([CH3:16])([CH3:15])[CH3:14])([CH3:12])[CH3:11].N1C=CN=C1, predict the reaction product. The product is: [NH2:1][C:2]1[N:7]=[C:6]([CH2:8][O:9][Si:10]([C:13]([CH3:16])([CH3:15])[CH3:14])([CH3:12])[CH3:11])[CH:5]=[CH:4][N:3]=1. (2) Given the reactants [Br:1][C:2]1[CH:7]=[CH:6][C:5]([C:8]2[C:12]3[CH:13]=[CH:14][C:15]([O:17][CH2:18][CH2:19][CH2:20]Br)=[CH:16][C:11]=3[S:10][N:9]=2)=[CH:4][CH:3]=1.[CH3:22][NH:23][CH3:24], predict the reaction product. The product is: [Br:1][C:2]1[CH:7]=[CH:6][C:5]([C:8]2[C:12]3[CH:13]=[CH:14][C:15]([O:17][CH2:18][CH2:19][CH2:20][N:23]([CH3:24])[CH3:22])=[CH:16][C:11]=3[S:10][N:9]=2)=[CH:4][CH:3]=1. (3) The product is: [Br:19][C:20]1[CH:25]=[C:24]([N:1]2[C:5]3=[N:6][CH:7]=[CH:8][CH:9]=[C:4]3[C:3]([C:10]([O:12][CH3:13])=[O:11])=[N:2]2)[CH:23]=[CH:22][C:21]=1[F:27]. Given the reactants [NH:1]1[C:5]2=[N:6][CH:7]=[CH:8][CH:9]=[C:4]2[C:3]([C:10]([O:12][CH3:13])=[O:11])=[N:2]1.CN(C)C=O.[Br:19][C:20]1[CH:25]=[C:24](I)[CH:23]=[CH:22][C:21]=1[F:27].C(=O)([O-])[O-].[Cs+].[Cs+].N1C2C(=CC=C3C=2N=CC=C3)C=CC=1, predict the reaction product.